This data is from Peptide-MHC class I binding affinity with 185,985 pairs from IEDB/IMGT. The task is: Regression. Given a peptide amino acid sequence and an MHC pseudo amino acid sequence, predict their binding affinity value. This is MHC class I binding data. (1) The binding affinity (normalized) is 0.381. The MHC is Mamu-B03 with pseudo-sequence Mamu-B03. The peptide sequence is KRGIDKAVI. (2) The peptide sequence is RRRLTARG. The MHC is HLA-B27:05 with pseudo-sequence HLA-B27:05. The binding affinity (normalized) is 0.514. (3) The peptide sequence is SDVTNRLEI. The MHC is H-2-Db with pseudo-sequence H-2-Db. The binding affinity (normalized) is 0.383. (4) The peptide sequence is SMYSTVATI. The MHC is HLA-A02:01 with pseudo-sequence HLA-A02:01. The binding affinity (normalized) is 0.355. (5) The MHC is HLA-B44:03 with pseudo-sequence HLA-B44:03. The peptide sequence is MELKYSWKT. The binding affinity (normalized) is 0.460. (6) The peptide sequence is KVFPYALINK. The MHC is HLA-B83:01 with pseudo-sequence HLA-B83:01. The binding affinity (normalized) is 0.213. (7) The peptide sequence is SNVKELVFK. The MHC is HLA-A03:01 with pseudo-sequence HLA-A03:01. The binding affinity (normalized) is 0.289.